Dataset: NCI-60 drug combinations with 297,098 pairs across 59 cell lines. Task: Regression. Given two drug SMILES strings and cell line genomic features, predict the synergy score measuring deviation from expected non-interaction effect. (1) Drug 1: C1C(C(OC1N2C=C(C(=O)NC2=O)F)CO)O. Drug 2: N.N.Cl[Pt+2]Cl. Synergy scores: CSS=80.1, Synergy_ZIP=-3.07, Synergy_Bliss=-3.04, Synergy_Loewe=1.01, Synergy_HSA=3.08. Cell line: NCI-H460. (2) Drug 1: C1CCN(CC1)CCOC2=CC=C(C=C2)C(=O)C3=C(SC4=C3C=CC(=C4)O)C5=CC=C(C=C5)O. Drug 2: C1=NNC2=C1C(=O)NC=N2. Cell line: HS 578T. Synergy scores: CSS=-6.59, Synergy_ZIP=7.44, Synergy_Bliss=6.09, Synergy_Loewe=-7.19, Synergy_HSA=-2.81. (3) Drug 1: CC1=CC=C(C=C1)C2=CC(=NN2C3=CC=C(C=C3)S(=O)(=O)N)C(F)(F)F. Drug 2: C1CN(P(=O)(OC1)NCCCl)CCCl. Cell line: T-47D. Synergy scores: CSS=-5.32, Synergy_ZIP=4.28, Synergy_Bliss=5.50, Synergy_Loewe=-1.99, Synergy_HSA=-1.44. (4) Drug 1: CC(C)CN1C=NC2=C1C3=CC=CC=C3N=C2N. Drug 2: B(C(CC(C)C)NC(=O)C(CC1=CC=CC=C1)NC(=O)C2=NC=CN=C2)(O)O. Cell line: UACC62. Synergy scores: CSS=28.8, Synergy_ZIP=-3.05, Synergy_Bliss=-6.88, Synergy_Loewe=-22.6, Synergy_HSA=-8.90.